Dataset: Reaction yield outcomes from USPTO patents with 853,638 reactions. Task: Predict the reaction yield, written as a fraction of the theoretical maximum amount of product (1.0 means a 100% yield; for example, 0.34 means a 34% yield). The reactants are [CH3:1][O:2][CH2:3][C:4](=[O:24])[C:5](=[N:10][NH:11][C:12]1[C:22]([F:23])=[CH:21][C:15]2[O:16][C:17]([F:20])([F:19])[O:18][C:14]=2[CH:13]=1)[C:6]([O:8][CH3:9])=[O:7].[CH3:25]OC(OC)N(C)C. No catalyst specified. The product is [CH3:1][O:2][C:3]1[C:4](=[O:24])[C:5]([C:6]([O:8][CH3:9])=[O:7])=[N:10][N:11]([C:12]2[C:22]([F:23])=[CH:21][C:15]3[O:16][C:17]([F:20])([F:19])[O:18][C:14]=3[CH:13]=2)[CH:25]=1. The yield is 0.240.